Predict the reactants needed to synthesize the given product. From a dataset of Full USPTO retrosynthesis dataset with 1.9M reactions from patents (1976-2016). (1) Given the product [CH3:11][O:12][C:13]1[CH:20]=[CH:19][CH:18]=[CH:17][C:14]=1[C:15]([NH2:6])=[NH:16], predict the reactants needed to synthesize it. The reactants are: [Li+].C[Si]([N-:6][Si](C)(C)C)(C)C.[CH3:11][O:12][C:13]1[CH:20]=[CH:19][CH:18]=[CH:17][C:14]=1[C:15]#[N:16]. (2) Given the product [CH3:1][C:2]1[C:6]([C:7]2[CH:16]=[C:15]3[C:10]([C:11]([Cl:26])=[C:12]([C:17]([O:19][CH2:20][CH3:21])=[O:18])[CH:13]=[N:14]3)=[CH:9][CH:8]=2)=[C:5]([CH3:23])[O:4][N:3]=1, predict the reactants needed to synthesize it. The reactants are: [CH3:1][C:2]1[C:6]([C:7]2[CH:16]=[C:15]3[C:10]([C:11](O)=[C:12]([C:17]([O:19][CH2:20][CH3:21])=[O:18])[CH:13]=[N:14]3)=[CH:9][CH:8]=2)=[C:5]([CH3:23])[O:4][N:3]=1.S(Cl)([Cl:26])=O.